From a dataset of Drug-target binding data from BindingDB using IC50 measurements. Regression. Given a target protein amino acid sequence and a drug SMILES string, predict the binding affinity score between them. We predict pIC50 (pIC50 = -log10(IC50 in M); higher means more potent). Dataset: bindingdb_ic50. The small molecule is COC(=O)CCCCC1SCC2NC(=O)NC21O. The target protein (Q9Y5X4) has sequence METRPTALMSSTVAAAAPAAGAASRKESPGRWGLGEDPTGVSPSLQCRVCGDSSSGKHYGIYACNGCSGFFKRSVRRRLIYRCQVGAGMCPVDKAHRNQCQACRLKKCLQAGMNQDAVQNERQPRSTAQVHLDSMESNTESRPESLVAPPAPAGRSPRGPTPMSAARALGHHFMASLITAETCAKLEPEDADENIDVTSNDPEFPSSPYSSSSPCGLDSIHETSARLLFMAVKWAKNLPVFSSLPFRDQVILLEEAWSELFLLGAIQWSLPLDSCPLLAPPEASAAGGAQGRLTLASMETRVLQETISRFRALAVDPTEFACMKALVLFKPETRGLKDPEHVEALQDQSQVMLSQHSKAHHPSQPVRFGKLLLLLPSLRFITAERIELLFFRKTIGNTPMEKLLCDMFKN. The pIC50 is 6.9.